Dataset: Reaction yield outcomes from USPTO patents with 853,638 reactions. Task: Predict the reaction yield, written as a fraction of the theoretical maximum amount of product (1.0 means a 100% yield; for example, 0.34 means a 34% yield). The reactants are [CH3:1][O:2][C:3](=[O:20])[C:4]1[CH:9]=[CH:8][C:7]([NH:10][C:11]([C@H:13]2[CH2:17][C@@H:16]([O:18][CH3:19])[CH2:15][NH:14]2)=[O:12])=[CH:6][CH:5]=1.C(N(CC)C(C)C)(C)C.[Cl:30][C:31]1[CH:36]=[CH:35][C:34]([N:37]=[C:38]=[O:39])=[CH:33][CH:32]=1. The catalyst is C1COCC1. The product is [CH3:1][O:2][C:3](=[O:20])[C:4]1[CH:5]=[CH:6][C:7]([NH:10][C:11]([C@H:13]2[CH2:17][C@@H:16]([O:18][CH3:19])[CH2:15][N:14]2[C:38](=[O:39])[NH:37][C:34]2[CH:35]=[CH:36][C:31]([Cl:30])=[CH:32][CH:33]=2)=[O:12])=[CH:8][CH:9]=1. The yield is 0.940.